Task: Predict which catalyst facilitates the given reaction.. Dataset: Catalyst prediction with 721,799 reactions and 888 catalyst types from USPTO Reactant: C[O:2][C:3]([C:5]1[C:6]([NH:24][C:25]2[CH:30]=[CH:29][C:28]([I:31])=[CH:27][C:26]=2[F:32])=[C:7]2[C:11](=[CH:12][CH:13]=1)[N:10]([S:14]([C:17]1[CH:22]=[CH:21][C:20]([CH3:23])=[CH:19][CH:18]=1)(=[O:16])=[O:15])[N:9]=[CH:8]2)=[O:4].CCCC[Sn](O[Sn](CCCC)(CCCC)CCCC)(CCCC)CCCC. Product: [F:32][C:26]1[CH:27]=[C:28]([I:31])[CH:29]=[CH:30][C:25]=1[NH:24][C:6]1[C:5]([C:3]([OH:4])=[O:2])=[CH:13][CH:12]=[C:11]2[C:7]=1[CH:8]=[N:9][N:10]2[S:14]([C:17]1[CH:18]=[CH:19][C:20]([CH3:23])=[CH:21][CH:22]=1)(=[O:16])=[O:15]. The catalyst class is: 11.